Dataset: Reaction yield outcomes from USPTO patents with 853,638 reactions. Task: Predict the reaction yield, written as a fraction of the theoretical maximum amount of product (1.0 means a 100% yield; for example, 0.34 means a 34% yield). (1) The yield is 0.810. No catalyst specified. The product is [I:22][C:19]1[N:18]=[N:17][C:16]([O:14][CH2:13][C:3]2[C:4]([C:7]3[CH:12]=[CH:11][CH:10]=[CH:9][CH:8]=3)=[N:5][O:6][C:2]=2[CH3:1])=[CH:21][CH:20]=1. The reactants are [CH3:1][C:2]1[O:6][N:5]=[C:4]([C:7]2[CH:12]=[CH:11][CH:10]=[CH:9][CH:8]=2)[C:3]=1[CH2:13][OH:14].Cl[C:16]1[N:17]=[N:18][C:19]([I:22])=[CH:20][CH:21]=1.ClC1N=NC(Cl)=CC=1. (2) The reactants are [Cl:1][C:2]1[CH:3]=[C:4]2[C:9](=[CH:10][CH:11]=1)[CH:8]=[C:7]([SH:12])[CH:6]=[CH:5]2.[CH3:13][C:14]([CH3:19])=[CH:15][C:16]([OH:18])=[O:17].C(N(CC)CC)C. The catalyst is C1COCC1. The product is [Cl:1][C:2]1[CH:3]=[C:4]2[C:9](=[CH:10][CH:11]=1)[CH:8]=[C:7]([S:12][C:14]([CH3:19])([CH3:13])[CH2:15][C:16]([OH:18])=[O:17])[CH:6]=[CH:5]2. The yield is 0.0700. (3) The reactants are Br[C:2]1[CH:3]=[C:4]2[C:9](=[CH:10][CH:11]=1)[N:8]=[CH:7][C:6]([C:12](=[O:14])[CH3:13])=[C:5]2[NH:15][C:16]1[CH:21]=[CH:20][CH:19]=[C:18]([CH2:22][CH2:23][N:24]2[CH2:28][CH2:27][CH2:26][CH2:25]2)[CH:17]=1.[Cl:29][C:30]1[CH:35]=[C:34](B2OC(C)(C)C(C)(C)O2)[CH:33]=[C:32]([Cl:45])[C:31]=1[OH:46]. No catalyst specified. The product is [Cl:29][C:30]1[CH:35]=[C:34]([C:2]2[CH:3]=[C:4]3[C:9](=[CH:10][CH:11]=2)[N:8]=[CH:7][C:6]([C:12](=[O:14])[CH3:13])=[C:5]3[NH:15][C:16]2[CH:21]=[CH:20][CH:19]=[C:18]([CH2:22][CH2:23][N:24]3[CH2:28][CH2:27][CH2:26][CH2:25]3)[CH:17]=2)[CH:33]=[C:32]([Cl:45])[C:31]=1[OH:46]. The yield is 0.500. (4) The reactants are [CH2:1]([N:8]1[CH2:12][CH:11]([CH3:13])[CH:10]([C:14]2[NH:19][C:18](=[O:20])[C:17]3=[CH:21][N:22]=[CH:23][N:16]3[N:15]=2)[CH2:9]1)[C:2]1[CH:7]=[CH:6][CH:5]=[CH:4][CH:3]=1.[Li]CCCC.[I:29]I. The catalyst is C1COCC1. The product is [CH2:1]([N:8]1[CH2:12][CH:11]([CH3:13])[CH:10]([C:14]2[NH:19][C:18](=[O:20])[C:17]3=[CH:21][N:22]=[C:23]([I:29])[N:16]3[N:15]=2)[CH2:9]1)[C:2]1[CH:3]=[CH:4][CH:5]=[CH:6][CH:7]=1. The yield is 0.660. (5) The reactants are [Cl:1][CH2:2][C@H:3]1[C:11]2[C:10]3[CH:12]=[CH:13][CH:14]=[CH:15][C:9]=3[C:8]([N+:16]([O-])=O)=[CH:7][C:6]=2[N:5]([C:19]([C:21]23[CH2:25][C:23]([C:26]([O:28][C:29]([CH3:32])([CH3:31])[CH3:30])=[O:27])([CH2:24]2)[CH2:22]3)=[O:20])[CH2:4]1.C([O-])=O.[NH4+]. The catalyst is C1COCC1.O.[Pd]. The product is [NH2:16][C:8]1[C:9]2[CH:15]=[CH:14][CH:13]=[CH:12][C:10]=2[C:11]2[C@H:3]([CH2:2][Cl:1])[CH2:4][N:5]([C:19]([C:21]34[CH2:25][C:23]([C:26]([O:28][C:29]([CH3:32])([CH3:30])[CH3:31])=[O:27])([CH2:24]3)[CH2:22]4)=[O:20])[C:6]=2[CH:7]=1. The yield is 0.980. (6) The reactants are [F:1][C:2]1[C:3]([N+:16]([O-])=O)=[CH:4][C:5]([N+:13]([O-])=O)=[C:6]([CH:8]=[CH:9]N(C)C)[CH:7]=1. The catalyst is CCO.[Ni]. The product is [F:1][C:2]1[CH:7]=[C:6]2[C:5](=[CH:4][C:3]=1[NH2:16])[NH:13][CH:9]=[CH:8]2. The yield is 0.160. (7) The reactants are [Cl:1][C:2]1[C:3]([O:12][C:13]2[CH:18]=[C:17]([O:19][CH2:20][CH2:21][O:22][CH3:23])[CH:16]=[CH:15][C:14]=2[CH2:24][OH:25])=[N:4][CH:5]=[C:6]([C:8]([F:11])([F:10])[F:9])[CH:7]=1.Cl[S:27]([N:30]=[C:31]=[O:32])(=[O:29])=[O:28].N1C=CC=CC=1.[CH:39]([NH2:42])([CH3:41])[CH3:40]. The catalyst is ClCCl. The product is [CH:39]([NH:42][S:27]([NH:30][C:31](=[O:32])[O:25][CH2:24][C:14]1[CH:15]=[CH:16][C:17]([O:19][CH2:20][CH2:21][O:22][CH3:23])=[CH:18][C:13]=1[O:12][C:3]1[C:2]([Cl:1])=[CH:7][C:6]([C:8]([F:9])([F:11])[F:10])=[CH:5][N:4]=1)(=[O:29])=[O:28])([CH3:41])[CH3:40]. The yield is 0.570.